From a dataset of Peptide-MHC class II binding affinity with 134,281 pairs from IEDB. Regression. Given a peptide amino acid sequence and an MHC pseudo amino acid sequence, predict their binding affinity value. This is MHC class II binding data. The peptide sequence is TTPGVNLEAFSLMVS. The MHC is DRB1_0101 with pseudo-sequence DRB1_0101. The binding affinity (normalized) is 0.501.